From a dataset of Reaction yield outcomes from USPTO patents with 853,638 reactions. Predict the reaction yield, written as a fraction of the theoretical maximum amount of product (1.0 means a 100% yield; for example, 0.34 means a 34% yield). The reactants are [NH3:1].[CH2:2]([O:9][C:10]1[CH:11]=[C:12]([C:16]2[N:17]=[C:18]([C:26]3[CH:27]=[C:28]([CH2:32][OH:33])[CH:29]=[CH:30][CH:31]=3)[N:19]3[CH:24]=[CH:23][N:22]=[C:21](Cl)[C:20]=23)[CH:13]=[CH:14][CH:15]=1)[C:3]1[CH:8]=[CH:7][CH:6]=[CH:5][CH:4]=1. The catalyst is N.CC(O)C. The product is [NH2:1][C:21]1[C:20]2[N:19]([C:18]([C:26]3[CH:27]=[C:28]([CH2:32][OH:33])[CH:29]=[CH:30][CH:31]=3)=[N:17][C:16]=2[C:12]2[CH:13]=[CH:14][CH:15]=[C:10]([O:9][CH2:2][C:3]3[CH:8]=[CH:7][CH:6]=[CH:5][CH:4]=3)[CH:11]=2)[CH:24]=[CH:23][N:22]=1. The yield is 0.890.